Dataset: Experimentally validated miRNA-target interactions with 360,000+ pairs, plus equal number of negative samples. Task: Binary Classification. Given a miRNA mature sequence and a target amino acid sequence, predict their likelihood of interaction. (1) The miRNA is hsa-miR-4430 with sequence AGGCUGGAGUGAGCGGAG. The protein sequence of the target gene is MAGSYPEGAPAILADKRQQFGSRFLSDPARVFHHNAWDNVEWSEEQAAAAERKVQENSIQRVCQEKQVDYEINAHKYWNDFYKIHENGFFKDRHWLFTEFPELAPSQNQNHLKDWFLENKSEVCECRNNEDGPGLIMEEQHKCSSKSLEHKTQTPPVEENVTQKISDLEICADEFPGSSATYRILEVGCGVGNTVFPILQTNNDPGLFVYCCDFSSTAIELVQTNSEYDPSRCFAFVHDLCDEEKSYPVPKGSLDIIILIFVLSAVVPDKMQKAINRLSRLLKPGGMVLLRDYGRYDMAQ.... Result: 1 (interaction). (2) The miRNA is hsa-miR-887-5p with sequence CUUGGGAGCCCUGUUAGACUC. The protein sequence of the target gene is MEDPFEEADQPTTEPGMVLDSVEAGDTTPPTKRKSKFSGFGKIFKPWKWRKKKSSDKFKETSEVLERKISMRKPREELVKRGVLLEDPEQGGEDPGKPSDAMLKNGHTTPIGNARSSSPVQVEEEPVRLASLRKAIPEEDLKKRLGSTGSQPNSEAESVPENVPKPPLLPPKRPLSSSHEASEGQAKDATSSGGTARFIISTSITTAPAATTAATSLAKTVNLSVTPSPAPRTLPAAPASTNTTATPSLTHMVPAKQPPIPPPKPAHRNSNPVIAELSQAINSGTLLSKPSPPLPPKRGI.... Result: 1 (interaction). (3) The miRNA is hsa-miR-3133 with sequence UAAAGAACUCUUAAAACCCAAU. The protein sequence of the target gene is MAASSSGEKEKERLGGGLGVAGGNSTRERLLSALEDLEVLSRELIEMLAISRNQKLLQAGEENQVLELLIHRDGEFQELMKLALNQGKIHHEMQVLEKEVEKRDSDIQQLQKQLKEAEQILATAVYQAKEKLKSIEKARKGAISSEEIIKYAHRISASNAVCAPLTWVPGDPRRPYPTDLEMRSGLLGQMNNPSTNGVNGHLPGDALAAGRLPDVLAPQYPWQSNDMSMNMLPPNHSSDFLLEPPGHNKENEDDVEIMSTDSSSSSSESD. Result: 1 (interaction). (4) The miRNA is hsa-miR-548o-5p with sequence AAAAGUAAUUGCGGUUUUUGCC. The protein sequence of the target gene is MTAGSPEECGEVRRSPEGRVSRLGRRLGRRRRPRSPPEPLRVRARLRLRSPSGAFAALGALVVLVGMGIAVAGYWPHRAGAPGSRAANASSPQMSELRREGRGGGRAHGPHERLRLLGPVIMGVGLFVFICANTLLYENRDLETRRLRQGVLRAQALRPPDGPGWDCALLPSPGPRSPRAVGCAEPEIWDPSPRRGTSPVPSVRSLRSEPANPRLGLPALLNSYPLKGPGLPPPWGPRTQTGHVIITVQPSGSCIEHSKSLDLGLGELLLGAPAARDCAHRSWPRLDRLSLGGYAKLGGG.... Result: 0 (no interaction). (5) The miRNA is hsa-miR-5739 with sequence GCGGAGAGAGAAUGGGGAGC. The protein sequence of the target gene is MKLTRKMVLTRAKASELHSVRKLNCWGSRLTDISICQEMPSLEVITLSVNSISTLEPVSRCQRLSELYLRRNRIPSLAELFYLKGLPRLRVLWLAENPCCGTSPHRYRMTVLRTLPRLQKLDNQAVTEEELSRALSEGEEITAAPEREGTGHGGPKLCCTLSSLSSAAETGRDPLDSEEEATSGAQDERGLKPPSRGQFPSLSARDASSSHRGRNVLTAILLLLRELDAEGLEAVQQTVGSRLQALRGEEVQEHAE. Result: 0 (no interaction). (6) The miRNA is hsa-miR-6864-3p with sequence GUGAGACUUCUCUCCCUUCAG. The protein sequence of the target gene is MEGDCLSCMKYLMFVFNFFIFLGGACLLAIGIWVMVDPTGFREIVAANPLLLTGAYILLAMGGLLFLLGFLGCCGAVRENKCLLLFFFLFILIIFLAELSAAILAFIFRENLTREFFTKELTKHYQGNNDTDVFSATWNSVMITFGCCGVNGPEDFKFASVFRLLTLDSEEVPEACCRREPQSRDGVLLSREECLLGRSLFLNKQGCYTVILNTFETYVYLAGALAIGVLAIELFAMIFAMCLFRGIQ. Result: 0 (no interaction).